This data is from Full USPTO retrosynthesis dataset with 1.9M reactions from patents (1976-2016). The task is: Predict the reactants needed to synthesize the given product. (1) Given the product [C:21]([C:23]1[N:27]([CH3:28])[C:26]([C:2]2[CH:7]=[CH:6][C:5]([S:8]([NH:11][CH:12]3[CH2:15][CH2:14][CH2:13]3)(=[O:10])=[O:9])=[C:4]([O:16][C:17]([F:20])([F:19])[F:18])[CH:3]=2)=[CH:25][CH:24]=1)#[N:22], predict the reactants needed to synthesize it. The reactants are: Br[C:2]1[CH:7]=[CH:6][C:5]([S:8]([NH:11][CH:12]2[CH2:15][CH2:14][CH2:13]2)(=[O:10])=[O:9])=[C:4]([O:16][C:17]([F:20])([F:19])[F:18])[CH:3]=1.[C:21]([C:23]1[N:27]([CH3:28])[C:26](B(O)O)=[CH:25][CH:24]=1)#[N:22].[F-].[K+].C(P(C(C)(C)C)C(C)(C)C)(C)(C)C. (2) The reactants are: CC(OC([N:8]1[CH2:13][CH2:12][CH:11]([NH:14][C:15]2[C:20]([C:21]([O:23][CH2:24][CH3:25])=[O:22])=[CH:19][N:18]=[C:17]3[N:26]([CH2:29][CH3:30])[N:27]=[CH:28][C:16]=23)[CH2:10][CH2:9]1)=O)(C)C.[ClH:31]. Given the product [ClH:31].[CH2:29]([N:26]1[C:17]2=[N:18][CH:19]=[C:20]([C:21]([O:23][CH2:24][CH3:25])=[O:22])[C:15]([NH:14][CH:11]3[CH2:12][CH2:13][NH:8][CH2:9][CH2:10]3)=[C:16]2[CH:28]=[N:27]1)[CH3:30], predict the reactants needed to synthesize it.